The task is: Predict the product of the given reaction.. This data is from Forward reaction prediction with 1.9M reactions from USPTO patents (1976-2016). (1) Given the reactants [C:1]([O:8][CH3:9])(=[O:7])/[CH:2]=[CH:3]/[C:4]([OH:6])=[O:5].Cl[CH2:11][C:12]([N:14]1[CH2:18][CH2:17][CH2:16][C@H:15]1[C:19]([O:21][C:22]([CH3:25])([CH3:24])[CH3:23])=[O:20])=[O:13], predict the reaction product. The product is: [C:4]([O:6][CH2:11][C:12]([N:14]1[CH2:18][CH2:17][CH2:16][C@H:15]1[C:19]([O:21][C:22]([CH3:25])([CH3:24])[CH3:23])=[O:20])=[O:13])(=[O:5])/[CH:3]=[CH:2]/[C:1]([O:8][CH3:9])=[O:7]. (2) Given the reactants N.[CH3:2][O:3][C:4]1[CH:5]=[C:6]2[C:11](=[CH:12][C:13]=1[O:14][CH2:15][CH2:16][O:17][CH2:18][CH2:19][O:20][CH3:21])[N:10]=[CH:9][N:8](COC(=O)C(C)(C)C)[C:7]2=[O:30], predict the reaction product. The product is: [CH3:2][O:3][C:4]1[CH:5]=[C:6]2[C:11](=[CH:12][C:13]=1[O:14][CH2:15][CH2:16][O:17][CH2:18][CH2:19][O:20][CH3:21])[N:10]=[CH:9][NH:8][C:7]2=[O:30]. (3) Given the reactants CS(O[CH2:6][CH2:7][C:8]1[C:17]2[C:12](=[CH:13][CH:14]=[CH:15][CH:16]=2)[C:11]([NH:18][C:19]([O:21][CH2:22][C:23]2[CH:28]=[CH:27][CH:26]=[CH:25][CH:24]=2)=[O:20])=[CH:10][C:9]=1[NH:29][C:30]([C:32]1[NH:33][C:34]2[C:39]([CH:40]=1)=[CH:38][C:37]([O:41][CH3:42])=[CH:36][CH:35]=2)=[O:31])(=O)=O.[Li+].[Cl-:44].CCOC(C)=O, predict the reaction product. The product is: [CH2:22]([O:21][C:19]([NH:18][C:11]1[C:12]2[C:17](=[CH:16][CH:15]=[CH:14][CH:13]=2)[C:8]([CH2:7][CH2:6][Cl:44])=[C:9]([NH:29][C:30]([C:32]2[NH:33][C:34]3[C:39]([CH:40]=2)=[CH:38][C:37]([O:41][CH3:42])=[CH:36][CH:35]=3)=[O:31])[CH:10]=1)=[O:20])[C:23]1[CH:28]=[CH:27][CH:26]=[CH:25][CH:24]=1. (4) Given the reactants [Cl:1][C:2]1[CH:3]=[C:4]([C:9]2([C:30]([F:33])([F:32])[F:31])[O:13][N:12]=[C:11]([C:14]3[CH:28]=[CH:27][C:17]([C:18]([NH:20][CH2:21][CH:22](OC)OC)=[O:19])=[C:16]([CH3:29])[CH:15]=3)[CH2:10]2)[CH:5]=[C:6]([Cl:8])[CH:7]=1.Cl.[CH3:35][O:36][NH2:37].C(OCC)(=O)C, predict the reaction product. The product is: [Cl:1][C:2]1[CH:3]=[C:4]([C:9]2([C:30]([F:33])([F:32])[F:31])[O:13][N:12]=[C:11]([C:14]3[CH:28]=[CH:27][C:17]([C:18]([NH:20][CH2:21][CH:22]=[N:37][O:36][CH3:35])=[O:19])=[C:16]([CH3:29])[CH:15]=3)[CH2:10]2)[CH:5]=[C:6]([Cl:8])[CH:7]=1. (5) Given the reactants [Cl:1][C:2]1[CH:3]=[C:4]([N:10]2[C:14]([CH3:15])=[C:13]([CH2:16][C:17]3[CH:25]=[CH:24][C:20]([C:21]([OH:23])=O)=[CH:19][CH:18]=3)[C:12]([CH3:26])=[N:11]2)[CH:5]=[CH:6][C:7]=1[C:8]#[N:9].[OH:27][C@@H:28]1[CH2:32][CH2:31][NH:30][CH2:29]1, predict the reaction product. The product is: [Cl:1][C:2]1[CH:3]=[C:4]([N:10]2[C:14]([CH3:15])=[C:13]([CH2:16][C:17]3[CH:18]=[CH:19][C:20]([C:21]([N:30]4[CH2:31][CH2:32][C@@H:28]([OH:27])[CH2:29]4)=[O:23])=[CH:24][CH:25]=3)[C:12]([CH3:26])=[N:11]2)[CH:5]=[CH:6][C:7]=1[C:8]#[N:9]. (6) Given the reactants [C:1]([N:9]1[C@H:13]([CH3:14])[C:12](=[O:15])[O:11][C@H:10]1[C:16]1[CH:21]=[CH:20][CH:19]=[CH:18][CH:17]=1)(=[O:8])[C:2]1[CH:7]=[CH:6][CH:5]=[CH:4][CH:3]=1.[Li+].C[Si]([N-][Si](C)(C)C)(C)C.[CH3:32][O:33][C:34]1[CH:41]=[CH:40][C:37]([CH2:38]Br)=[CH:36][CH:35]=1.[NH4+].[Cl-], predict the reaction product. The product is: [CH3:32][O:33][C:34]1[CH:41]=[CH:40][C:37]([CH2:38][C@:13]2([CH3:14])[C:12](=[O:15])[O:11][C@@H:10]([C:16]3[CH:17]=[CH:18][CH:19]=[CH:20][CH:21]=3)[N:9]2[C:1]([C:2]2[CH:7]=[CH:6][CH:5]=[CH:4][CH:3]=2)=[O:8])=[CH:36][CH:35]=1. (7) Given the reactants [Cl:1][C:2]1[CH:3]=[C:4]([N:10]2[C:14]([CH3:15])=[C:13]([O:16][C:17]3[CH:25]=[CH:24][C:20]([C:21](O)=[O:22])=[CH:19][CH:18]=3)[C:12]([CH3:26])=[N:11]2)[CH:5]=[CH:6][C:7]=1[C:8]#[N:9].[Cl-].COC1N=C(OC)N=C([N+]2(C)CCOCC2)N=1.Cl.[F:46][C:47]([F:51])([F:50])[CH2:48][NH2:49].C(N(CC)CC)C, predict the reaction product. The product is: [Cl:1][C:2]1[CH:3]=[C:4]([N:10]2[C:14]([CH3:15])=[C:13]([O:16][C:17]3[CH:25]=[CH:24][C:20]([C:21]([NH:49][CH2:48][C:47]([F:51])([F:50])[F:46])=[O:22])=[CH:19][CH:18]=3)[C:12]([CH3:26])=[N:11]2)[CH:5]=[CH:6][C:7]=1[C:8]#[N:9]. (8) Given the reactants [C:1]([O:20][CH3:21])(=[O:19])[CH2:2][CH2:3][CH2:4][CH2:5][CH2:6][CH2:7][CH2:8][CH2:9][CH2:10][CH2:11][CH2:12][CH2:13][CH2:14][CH2:15][CH2:16][CH2:17][CH3:18].C(OC)(=O)CCCCCCC/C=C\CCCCCCCC, predict the reaction product. The product is: [C:1]([O:20][CH3:21])(=[O:19])[CH2:2][CH2:3][CH2:4][CH2:5][CH2:6][CH2:7][CH2:8]/[CH:9]=[CH:10]\[CH2:11]/[CH:12]=[CH:13]\[CH2:14][CH2:15][CH2:16][CH2:17][CH3:18]. (9) The product is: [CH3:1][O:2][C:3]1[CH:4]=[C:5]([CH:21]=[CH:22][C:23]=1[O:24][CH3:25])[C:6]([C:8]1[N:12]([CH3:13])[C:11]([CH:14]([CH3:27])[C:15]([O:17][CH2:18][CH3:19])=[O:16])=[CH:10][C:9]=1[CH3:20])=[O:7]. Given the reactants [CH3:1][O:2][C:3]1[CH:4]=[C:5]([CH:21]=[CH:22][C:23]=1[O:24][CH3:25])[C:6]([C:8]1[N:12]([CH3:13])[C:11]([CH2:14][C:15]([O:17][CH2:18][CH3:19])=[O:16])=[CH:10][C:9]=1[CH3:20])=[O:7].Cl[C:27]1C=CC(C(C2N(C)C(CC(OCC)=O)=CC=2C)=O)=CC=1, predict the reaction product.